Dataset: TCR-epitope binding with 47,182 pairs between 192 epitopes and 23,139 TCRs. Task: Binary Classification. Given a T-cell receptor sequence (or CDR3 region) and an epitope sequence, predict whether binding occurs between them. (1) The epitope is LQPFPQPELPYPQPQ. The TCR CDR3 sequence is CASSLAQGQPQHF. Result: 0 (the TCR does not bind to the epitope). (2) The TCR CDR3 sequence is CASSPPANTEAFF. The epitope is IPSINVHHY. Result: 0 (the TCR does not bind to the epitope). (3) The epitope is GTHWFVTQR. The TCR CDR3 sequence is CASRQDRDYQETQYF. Result: 0 (the TCR does not bind to the epitope).